The task is: Predict the product of the given reaction.. This data is from Forward reaction prediction with 1.9M reactions from USPTO patents (1976-2016). (1) Given the reactants [CH3:1][C@@:2]1([CH2:13][N:14]2[CH2:19][CH2:18][N:17]([N:20]=[CH:21][C:22]3[CH:27]=[CH:26][C:25]([C:28]([F:31])([F:30])[F:29])=[CH:24][CH:23]=3)[CH2:16][CH2:15]2)[O:6][C:5]2=[N:7][C:8]([N+:10]([O-:12])=[O:11])=[CH:9][N:4]2[CH2:3]1.C1COCC1.[BH4-].[Na+], predict the reaction product. The product is: [CH3:1][C@@:2]1([CH2:13][N:14]2[CH2:15][CH2:16][N:17]([NH:20][CH2:21][C:22]3[CH:27]=[CH:26][C:25]([C:28]([F:31])([F:29])[F:30])=[CH:24][CH:23]=3)[CH2:18][CH2:19]2)[O:6][C:5]2=[N:7][C:8]([N+:10]([O-:12])=[O:11])=[CH:9][N:4]2[CH2:3]1. (2) Given the reactants [NH2:1][C:2]1[N:7]=[CH:6][N:5]=[C:4]2[N:8]([CH:24]3[CH2:27][N:26](C(OC(C)(C)C)=O)[CH2:25]3)[N:9]=[C:10]([C:11]3[CH:16]=[CH:15][C:14]([O:17][C:18]4[CH:23]=[CH:22][CH:21]=[CH:20][CH:19]=4)=[CH:13][CH:12]=3)[C:3]=12.FC(F)(F)C(O)=O, predict the reaction product. The product is: [NH:26]1[CH2:25][CH:24]([N:8]2[C:4]3=[N:5][CH:6]=[N:7][C:2]([NH2:1])=[C:3]3[C:10]([C:11]3[CH:12]=[CH:13][C:14]([O:17][C:18]4[CH:23]=[CH:22][CH:21]=[CH:20][CH:19]=4)=[CH:15][CH:16]=3)=[N:9]2)[CH2:27]1. (3) Given the reactants C(OC([NH:8][CH2:9][CH2:10][CH2:11][N:12]1[C:21]2[C:22]3[CH:23]=[CH:24][CH:25]=[CH:26][C:27]=3[C:28](=[O:29])[C:20]=2[C:19]2[C:14](=[CH:15][C:16]([NH:30][C:31](=[O:39])[CH2:32][CH2:33][CH2:34][C:35]([O:37][CH3:38])=[O:36])=[CH:17][CH:18]=2)[C:13]1=[O:40])=O)(C)(C)C.FC(F)(F)C(O)=O, predict the reaction product. The product is: [NH2:8][CH2:9][CH2:10][CH2:11][N:12]1[C:21]2[C:22]3[CH:23]=[CH:24][CH:25]=[CH:26][C:27]=3[C:28](=[O:29])[C:20]=2[C:19]2[C:14](=[CH:15][C:16]([NH:30][C:31](=[O:39])[CH2:32][CH2:33][CH2:34][C:35]([O:37][CH3:38])=[O:36])=[CH:17][CH:18]=2)[C:13]1=[O:40]. (4) Given the reactants [CH:1](=[C:8]1/[N:9]=[C:10]([C:14]2[CH:19]=[C:18]([F:20])[CH:17]=[CH:16][C:15]=2[F:21])[NH:11][C:12]/1=[O:13])/[C:2]1[CH:7]=[CH:6][CH:5]=[CH:4][CH:3]=1.[CH3:22][O:23][C:24]1[CH:29]=[CH:28][CH:27]=[CH:26][C:25]=1/[CH:30]=[CH:31]/[CH:32]=[O:33], predict the reaction product. The product is: [F:21][C:15]1[CH:16]=[CH:17][C:18]([F:20])=[CH:19][C:14]=1[C:10]1[NH:11][C:12]2[O:13][C:32](=[O:33])[CH:31]([CH2:30][C:25]3[CH:26]=[CH:27][CH:28]=[CH:29][C:24]=3[O:23][CH3:22])[CH:1]([C:2]3[CH:3]=[CH:4][CH:5]=[CH:6][CH:7]=3)[C:8]=2[N:9]=1. (5) Given the reactants [CH3:1][C:2]1[O:6][C:5]([C:7]2[CH:22]=[CH:21][C:10]([C:11]([NH:13][CH2:14][C:15]3[CH:16]=[N:17][CH:18]=[CH:19][CH:20]=3)=[O:12])=[CH:9][CH:8]=2)=[N:4][C:3]=1[CH2:23][S:24]([CH:27]1[CH2:32][CH2:31][NH:30][CH2:29][CH2:28]1)(=[O:26])=[O:25].C(O)(=O)C.[CH3:37][CH:38]([CH3:41])[CH:39]=O.C(O[BH-](OC(=O)C)OC(=O)C)(=O)C.[Na+], predict the reaction product. The product is: [CH3:1][C:2]1[O:6][C:5]([C:7]2[CH:8]=[CH:9][C:10]([C:11]([NH:13][CH2:14][C:15]3[CH:16]=[N:17][CH:18]=[CH:19][CH:20]=3)=[O:12])=[CH:21][CH:22]=2)=[N:4][C:3]=1[CH2:23][S:24]([CH:27]1[CH2:28][CH2:29][N:30]([CH2:37][CH:38]([CH3:41])[CH3:39])[CH2:31][CH2:32]1)(=[O:25])=[O:26]. (6) Given the reactants [NH2:1][C:2]([NH:4][C:5]1[C:6]([C:24]([NH2:26])=[O:25])=[N:7][N:8]([C:10]2[CH:15]=[CH:14][C:13]([C:16]3[CH:21]=[CH:20][CH:19]=[C:18]([OH:22])[CH:17]=3)=[C:12]([Cl:23])[CH:11]=2)[CH:9]=1)=[O:3].CN(C=O)C.C([O-])([O-])=O.[K+].[K+].Br[CH2:39][C:40]#[N:41], predict the reaction product. The product is: [NH2:1][C:2]([NH:4][C:5]1[C:6]([C:24]([NH2:26])=[O:25])=[N:7][N:8]([C:10]2[CH:15]=[CH:14][C:13]([C:16]3[CH:21]=[CH:20][CH:19]=[C:18]([O:22][CH2:39][C:40]#[N:41])[CH:17]=3)=[C:12]([Cl:23])[CH:11]=2)[CH:9]=1)=[O:3]. (7) Given the reactants [OH-].[Na+].[Cl:3][C:4]1[CH:9]=[CH:8][C:7]([C@H:10]2[C@@H:15]([C:16]3[CH:21]=[CH:20][C:19]([Cl:22])=[CH:18][CH:17]=3)[N:14]([C@H:23]([CH2:29][CH2:30][CH3:31])[C:24]([O:26]CC)=[O:25])[C:13](=[O:32])[CH2:12][O:11]2)=[CH:6][CH:5]=1.Cl, predict the reaction product. The product is: [Cl:3][C:4]1[CH:9]=[CH:8][C:7]([C@H:10]2[C@@H:15]([C:16]3[CH:21]=[CH:20][C:19]([Cl:22])=[CH:18][CH:17]=3)[N:14]([C@H:23]([CH2:29][CH2:30][CH3:31])[C:24]([OH:26])=[O:25])[C:13](=[O:32])[CH2:12][O:11]2)=[CH:6][CH:5]=1.